From a dataset of Full USPTO retrosynthesis dataset with 1.9M reactions from patents (1976-2016). Predict the reactants needed to synthesize the given product. (1) The reactants are: C1C=CC(P(C2C=CC=CC=2)C2C=CC=CC=2)=CC=1.[Cl:20][C:21]1[CH:22]=[CH:23][C:24]([OH:27])=[N:25][CH:26]=1.C1C=CC(COC(/N=N/C(OCC2C=CC=CC=2)=O)=O)=CC=1.[CH2:50]([N:57]1[CH2:61][C@H:60]([C:62]2[CH:67]=[CH:66][C:65]([Cl:68])=[C:64]([F:69])[CH:63]=2)[C@@H:59]([C@H:70](O)[CH3:71])[CH2:58]1)[C:51]1[CH:56]=[CH:55][CH:54]=[CH:53][CH:52]=1. Given the product [CH2:50]([N:57]1[CH2:61][C@H:60]([C:62]2[CH:67]=[CH:66][C:65]([Cl:68])=[C:64]([F:69])[CH:63]=2)[C@@H:59]([C@@H:70]([O:27][C:24]2[CH:23]=[CH:22][C:21]([Cl:20])=[CH:26][N:25]=2)[CH3:71])[CH2:58]1)[C:51]1[CH:52]=[CH:53][CH:54]=[CH:55][CH:56]=1, predict the reactants needed to synthesize it. (2) Given the product [ClH:38].[N:11]1([C:14]2[N:15]=[CH:16][C:17]([NH:20][C:21]([C:23]3[N:24]=[C:25]([C:32]4[CH:37]=[CH:36][CH:35]=[CH:34][CH:33]=4)[O:26][C:27]=3[C:28]([F:29])([F:30])[F:31])=[O:22])=[CH:18][N:19]=2)[CH2:10][CH2:9][NH:8][CH2:13][CH2:12]1, predict the reactants needed to synthesize it. The reactants are: C(OC([N:8]1[CH2:13][CH2:12][N:11]([C:14]2[N:19]=[CH:18][C:17]([NH:20][C:21]([C:23]3[N:24]=[C:25]([C:32]4[CH:37]=[CH:36][CH:35]=[CH:34][CH:33]=4)[O:26][C:27]=3[C:28]([F:31])([F:30])[F:29])=[O:22])=[CH:16][N:15]=2)[CH2:10][CH2:9]1)=O)(C)(C)C.[ClH:38]. (3) Given the product [N+:9]([C:12]1[CH:13]=[C:14]([CH:17]=[CH:18][CH:19]=1)[CH2:15][C:2]1[O:1][CH:5]=[CH:4][CH:3]=1)([O-:11])=[O:10], predict the reactants needed to synthesize it. The reactants are: [O:1]1[CH:5]=[CH:4][CH:3]=[C:2]1B(O)O.[N+:9]([C:12]1[CH:13]=[C:14]([CH:17]=[CH:18][CH:19]=1)[CH2:15]Br)([O-:11])=[O:10]. (4) Given the product [F:1][C:2]1[C:3]([I:19])=[CH:4][CH:5]=[C:6]2[C:10]=1[N:9]([CH3:11])[C:8](=[O:12])[C:7]2([CH3:14])[CH3:13], predict the reactants needed to synthesize it. The reactants are: [F:1][C:2]1[C:3]([Si](C)(C)C)=[CH:4][CH:5]=[C:6]2[C:10]=1[N:9]([CH3:11])[C:8](=[O:12])[C:7]2([CH3:14])[CH3:13].[I:19]Cl.S([O-])([O-])(=O)=S.[Na+].[Na+]. (5) Given the product [N:15]1[CH:20]=[CH:19][C:18]([CH2:21][NH:22][C:2]2[C:11]3[C:10](=[O:12])[N:9]([CH3:13])[CH:8]=[N:7][C:6]=3[CH:5]=[C:4]([Cl:14])[N:3]=2)=[CH:17][CH:16]=1, predict the reactants needed to synthesize it. The reactants are: Cl[C:2]1[C:11]2[C:10](=[O:12])[N:9]([CH3:13])[CH:8]=[N:7][C:6]=2[CH:5]=[C:4]([Cl:14])[N:3]=1.[N:15]1[CH:20]=[CH:19][C:18]([CH2:21][NH2:22])=[CH:17][CH:16]=1.CCN(C(C)C)C(C)C. (6) Given the product [Cl:13][C:14]1[N:15]=[CH:16][C:17]([CH2:20][N:4]([CH2:3][CH2:2][F:1])[C:5]2[CH2:9][O:8][C:7](=[O:10])[CH:6]=2)=[CH:18][CH:19]=1, predict the reactants needed to synthesize it. The reactants are: [F:1][CH2:2][CH2:3][NH:4][C:5]1[CH2:9][O:8][C:7](=[O:10])[CH:6]=1.[H-].[Na+].[Cl:13][C:14]1[CH:19]=[CH:18][C:17]([CH2:20]Cl)=[CH:16][N:15]=1.CO. (7) Given the product [Cl:8][C:9]1[CH:10]=[C:11]2[C:16](=[CH:17][CH:18]=1)[C:15](=[O:19])[N:14]([C:2]1[CH:3]=[N:4][CH:5]=[CH:6][CH:7]=1)[CH2:13][CH2:12]2, predict the reactants needed to synthesize it. The reactants are: Br[C:2]1[CH:3]=[N:4][CH:5]=[CH:6][CH:7]=1.[Cl:8][C:9]1[CH:10]=[C:11]2[C:16](=[CH:17][CH:18]=1)[C:15](=[O:19])[NH:14][CH2:13][CH2:12]2.C(=O)([O-])[O-].[K+].[K+].CNCCNC.